Dataset: Catalyst prediction with 721,799 reactions and 888 catalyst types from USPTO. Task: Predict which catalyst facilitates the given reaction. (1) Reactant: [CH2:1]([N:5]([CH2:18][CH:19]([CH3:21])[CH3:20])[C:6]1[CH:11]=[CH:10][C:9](B(O)O)=[CH:8][C:7]=1[N+:15]([O-:17])=[O:16])[CH:2]([CH3:4])[CH3:3].I/[CH:23]=[CH:24]\[C:25]([O:27][CH2:28][CH3:29])=[O:26].C(=O)([O-])[O-].[K+].[K+]. Product: [CH2:1]([N:5]([CH2:18][CH:19]([CH3:21])[CH3:20])[C:6]1[CH:11]=[CH:10][C:9](/[CH:23]=[CH:24]\[C:25]([O:27][CH2:28][CH3:29])=[O:26])=[CH:8][C:7]=1[N+:15]([O-:17])=[O:16])[CH:2]([CH3:4])[CH3:3]. The catalyst class is: 339. (2) Reactant: [C:1]([C:3]1[CH:12]=[CH:11][C:6]([C:7]([O:9][CH3:10])=[O:8])=[CH:5][CH:4]=1)#[N:2].P(S)(OCC)(OCC)=[S:14]. Product: [NH2:2][C:1]([C:3]1[CH:12]=[CH:11][C:6]([C:7]([O:9][CH3:10])=[O:8])=[CH:5][CH:4]=1)=[S:14]. The catalyst class is: 6. (3) Reactant: C[O:2][C:3]([C@H:5]1[CH2:10][CH2:9][C@H:8]([O:11][C:12]2[CH:17]=[CH:16][CH:15]=[C:14]([C:18]#[N:19])[CH:13]=2)[CH2:7][CH2:6]1)=O.O.[NH2:21][NH2:22]. Product: [C:18]([C:14]1[CH:13]=[C:12]([CH:17]=[CH:16][CH:15]=1)[O:11][C@H:8]1[CH2:9][CH2:10][C@H:5]([C:3]([NH:21][NH2:22])=[O:2])[CH2:6][CH2:7]1)#[N:19]. The catalyst class is: 51.